Dataset: CYP1A2 inhibition data for predicting drug metabolism from PubChem BioAssay. Task: Regression/Classification. Given a drug SMILES string, predict its absorption, distribution, metabolism, or excretion properties. Task type varies by dataset: regression for continuous measurements (e.g., permeability, clearance, half-life) or binary classification for categorical outcomes (e.g., BBB penetration, CYP inhibition). Dataset: cyp1a2_veith. (1) The compound is Nc1cc(C(=O)O)[nH]c(=O)n1. The result is 0 (non-inhibitor). (2) The result is 0 (non-inhibitor). The compound is Cc1ccc(N[C@H](c2ccccc2)c2ccc3cccnc3c2O)cc1. (3) The molecule is O=C(c1ccco1)N1CCC2(CC1)CN(C(c1ccccc1)c1ccccc1)C2. The result is 0 (non-inhibitor). (4) The compound is C[C@H](NC(=O)NC1CCCc2ccccc21)C(=O)O. The result is 0 (non-inhibitor). (5) The compound is O=c1cnc2cnc(Oc3cccc(Cl)c3)nc2n1CCc1ccccc1. The result is 1 (inhibitor).